This data is from Forward reaction prediction with 1.9M reactions from USPTO patents (1976-2016). The task is: Predict the product of the given reaction. (1) Given the reactants [SH:1][C:2]1[CH:3]=[C:4]([CH:8]=[CH:9][CH:10]=1)[C:5]([OH:7])=[O:6].C(N(CC)CC)C.Cl[CH2:19][C:20](=[O:22])[CH3:21], predict the reaction product. The product is: [O:22]=[C:20]([CH3:21])[CH2:19][S:1][C:2]1[CH:3]=[C:4]([CH:8]=[CH:9][CH:10]=1)[C:5]([OH:7])=[O:6]. (2) Given the reactants [Cl:1][C:2]1[CH:3]=[C:4]([N:9]2[C:14](=[O:15])[C:13]([O:16][CH2:17][C:18]([OH:21])([CH3:20])[CH3:19])=[C:12]([C:22]3[CH:27]=[CH:26][C:25]([S:28]([NH2:31])(=[O:30])=[O:29])=[CH:24][CH:23]=3)[CH:11]=[N:10]2)[CH:5]=[CH:6][C:7]=1[F:8].[C:32](OC(=O)C)(=[O:34])[CH3:33].C(N(CC)CC)C, predict the reaction product. The product is: [Cl:1][C:2]1[CH:3]=[C:4]([N:9]2[C:14](=[O:15])[C:13]([O:16][CH2:17][C:18]([OH:21])([CH3:20])[CH3:19])=[C:12]([C:22]3[CH:27]=[CH:26][C:25]([S:28]([NH:31][C:32](=[O:34])[CH3:33])(=[O:30])=[O:29])=[CH:24][CH:23]=3)[CH:11]=[N:10]2)[CH:5]=[CH:6][C:7]=1[F:8].